Dataset: Forward reaction prediction with 1.9M reactions from USPTO patents (1976-2016). Task: Predict the product of the given reaction. Given the reactants [F:1][C:2]1[CH:3]=[C:4]2[C:9](=[C:10]([F:13])[C:11]=1F)[N:8]([C:14]([CH3:17])([CH3:16])[CH3:15])[CH:7]=[C:6]([C:18]([O:20]CC)=[O:19])[C:5]2=[O:23].[CH:24]1([NH:27][CH2:28][C@@H:29]2[C@H:33]([F:34])[CH2:32][NH:31][CH2:30]2)[CH2:26][CH2:25]1, predict the reaction product. The product is: [CH:24]1([NH:27][CH2:28][C@@H:29]2[C@H:33]([F:34])[CH2:32][N:31]([C:11]3[C:10]([F:13])=[C:9]4[C:4]([C:5](=[O:23])[C:6]([C:18]([OH:20])=[O:19])=[CH:7][N:8]4[C:14]([CH3:15])([CH3:16])[CH3:17])=[CH:3][C:2]=3[F:1])[CH2:30]2)[CH2:26][CH2:25]1.